Dataset: Full USPTO retrosynthesis dataset with 1.9M reactions from patents (1976-2016). Task: Predict the reactants needed to synthesize the given product. (1) The reactants are: C[O:2][C:3]([C:5]1[C:6]([O:22][CH3:23])=[N:7][C:8]([C:12]2[C:17]([CH2:18][CH3:19])=[CH:16][CH:15]=[CH:14][C:13]=2[CH2:20][CH3:21])=[N:9][C:10]=1[CH3:11])=O.[CH2:24]([Mg]Cl)[CH2:25][CH3:26].[CH2:29]1[CH2:33][O:32][CH2:31][CH2:30]1. Given the product [CH2:20]([C:13]1[CH:14]=[CH:15][CH:16]=[C:17]([CH2:18][CH3:19])[C:12]=1[C:8]1[N:7]=[C:6]([O:22][CH3:23])[C:5]([C:3]([OH:2])([CH2:30][CH2:29][CH3:33])[CH2:24][CH2:25][CH3:26])=[C:10]([CH3:11])[N:9]=1)[CH3:21].[CH2:20]([C:13]1[CH:14]=[CH:15][CH:16]=[C:17]([CH2:18][CH3:19])[C:12]=1[C:8]1[N:7]=[C:6]([O:22][CH3:23])[C:5]([CH:31]([OH:32])[CH2:30][CH2:29][CH3:33])=[C:10]([CH3:11])[N:9]=1)[CH3:21], predict the reactants needed to synthesize it. (2) Given the product [NH2:12][S:9]([C:4]1[C:3]([OH:13])=[C:2]([NH:1][C:22]([NH:21][CH2:14][C:15]2[CH:20]=[CH:19][CH:18]=[CH:17][CH:16]=2)=[O:23])[CH:7]=[CH:6][C:5]=1[Cl:8])(=[O:11])=[O:10], predict the reactants needed to synthesize it. The reactants are: [NH2:1][C:2]1[C:3]([OH:13])=[C:4]([S:9]([NH2:12])(=[O:11])=[O:10])[C:5]([Cl:8])=[CH:6][CH:7]=1.[CH2:14]([N:21]=[C:22]=[O:23])[C:15]1[CH:20]=[CH:19][CH:18]=[CH:17][CH:16]=1. (3) Given the product [O:10]1[CH:15]([CH2:16][O:17][CH2:24][CH2:23][CH:22]([CH3:21])[S:26]([O-:28])(=[O:27])=[O:25])[CH2:14][O:13][C:12]2=[CH:18][S:19][CH:20]=[C:11]12.[Na+:2], predict the reactants needed to synthesize it. The reactants are: [H-].[Na+:2].C1(C)C=CC=CC=1.[O:10]1[CH:15]([CH2:16][OH:17])[CH2:14][O:13][C:12]2=[CH:18][S:19][CH:20]=[C:11]12.[CH3:21][CH:22]1[S:26](=[O:28])(=[O:27])[O:25][CH2:24][CH2:23]1.